This data is from Forward reaction prediction with 1.9M reactions from USPTO patents (1976-2016). The task is: Predict the product of the given reaction. (1) Given the reactants [Cl:1][C:2]1[C:7]([O:8][CH3:9])=[CH:6][C:5]([O:10][CH3:11])=[C:4]([Cl:12])[C:3]=1[C:13]1[N:18]=[CH:17][C:16]2[CH:19]=[N:20][N:21](C3CCCCO3)[C:15]=2[CH:14]=1.Cl.C(Cl)(=O)C, predict the reaction product. The product is: [Cl:12][C:4]1[C:5]([O:10][CH3:11])=[CH:6][C:7]([O:8][CH3:9])=[C:2]([Cl:1])[C:3]=1[C:13]1[N:18]=[CH:17][C:16]2[CH:19]=[N:20][NH:21][C:15]=2[CH:14]=1. (2) Given the reactants [NH2:1][C@@H:2]1[CH2:6][O:5][CH2:4][C@H:3]1[NH:7][C:8](=[O:14])[O:9][C:10]([CH3:13])([CH3:12])[CH3:11].Cl[C:16]1[S:17][C:18]2[CH:24]=[C:23]([F:25])[CH:22]=[CH:21][C:19]=2[N:20]=1.CCN(C(C)C)C(C)C, predict the reaction product. The product is: [F:25][C:23]1[CH:22]=[CH:21][C:19]2[N:20]=[C:16]([NH:1][C@@H:2]3[CH2:6][O:5][CH2:4][C@H:3]3[NH:7][C:8](=[O:14])[O:9][C:10]([CH3:11])([CH3:13])[CH3:12])[S:17][C:18]=2[CH:24]=1. (3) Given the reactants Br[C:2]1[O:11][C:5]2[N:6]=[CH:7][NH:8][C:9](=[O:10])[C:4]=2[C:3]=1[C:12]1[CH:17]=[CH:16][CH:15]=[CH:14][CH:13]=1.CC1(C)C(C)(C)OB([C:26]2[CH:39]=[CH:38][C:29]([O:30][CH2:31][CH2:32][N:33]3[CH2:37][CH2:36][CH2:35][CH2:34]3)=[CH:28][CH:27]=2)O1.C(=O)([O-])[O-].[K+].[K+].COCCOC, predict the reaction product. The product is: [C:12]1([C:3]2[C:4]3[C:9](=[O:10])[NH:8][CH:7]=[N:6][C:5]=3[O:11][C:2]=2[C:26]2[CH:27]=[CH:28][C:29]([O:30][CH2:31][CH2:32][N:33]3[CH2:34][CH2:35][CH2:36][CH2:37]3)=[CH:38][CH:39]=2)[CH:17]=[CH:16][CH:15]=[CH:14][CH:13]=1. (4) Given the reactants [NH2:1][C:2]1[CH:3]=[C:4]2[C:20](=[O:21])[NH:19][N:18]=[CH:17][C:6]3=[C:7]([C:11]4[CH:16]=[CH:15][CH:14]=[CH:13][CH:12]=4)[NH:8][C:9]([CH:10]=1)=[C:5]23.[CH3:22][C:23]1[C:31]([CH3:32])=[CH:30][CH:29]=[CH:28][C:24]=1[C:25](O)=[O:26].C(N(CC)CC)C.F[P-](F)(F)(F)(F)F.N1(OC(N(C)C)=[N+](C)C)C2N=CC=CC=2N=N1, predict the reaction product. The product is: [CH3:22][C:23]1[C:31]([CH3:32])=[CH:30][CH:29]=[CH:28][C:24]=1[C:25]([NH:1][C:2]1[CH:3]=[C:4]2[C:20](=[O:21])[NH:19][N:18]=[CH:17][C:6]3=[C:7]([C:11]4[CH:12]=[CH:13][CH:14]=[CH:15][CH:16]=4)[NH:8][C:9]([CH:10]=1)=[C:5]23)=[O:26]. (5) Given the reactants [Na].[CH2:2]([NH:9][C:10]([NH2:12])=[O:11])[C:3]1[CH:8]=[CH:7][CH:6]=[CH:5][CH:4]=1.[C:13]([CH2:15][C:16](OCC)=[O:17])#[N:14], predict the reaction product. The product is: [NH2:14][C:13]1[N:9]([CH2:2][C:3]2[CH:8]=[CH:7][CH:6]=[CH:5][CH:4]=2)[C:10](=[O:11])[NH:12][C:16](=[O:17])[CH:15]=1.